Predict the reaction yield, written as a fraction of the theoretical maximum amount of product (1.0 means a 100% yield; for example, 0.34 means a 34% yield). From a dataset of Reaction yield outcomes from USPTO patents with 853,638 reactions. (1) The reactants are [B-](F)(F)(F)F.CN(C(O[N:14]1[C:19](=O)[CH2:18][CH2:17][C:15]1=O)=[N+](C)C)C.[OH:21][CH:22]([C:24]1[CH:25]=[C:26]([C:41](O)=[O:42])[CH:27]=[C:28]2[C:33]=1[O:32][C:31]([N:34]1[CH2:39][CH2:38][O:37][CH2:36][CH2:35]1)=[CH:30][C:29]2=[O:40])[CH3:23].C(N(C(C)C)C(C)C)C.N1CCCC1. The catalyst is C(Cl)Cl. The product is [OH:21][CH:22]([C:24]1[CH:25]=[C:26]([C:41]([N:14]2[CH2:15][CH2:17][CH2:18][CH2:19]2)=[O:42])[CH:27]=[C:28]2[C:33]=1[O:32][C:31]([N:34]1[CH2:39][CH2:38][O:37][CH2:36][CH2:35]1)=[CH:30][C:29]2=[O:40])[CH3:23]. The yield is 0.800. (2) The reactants are [CH3:1][O:2][C:3](=[O:27])[C@H:4]([CH2:25][OH:26])[NH:5][C:6]([C:19]1[CH:24]=[CH:23][CH:22]=[CH:21][CH:20]=1)([C:13]1[CH:18]=[CH:17][CH:16]=[CH:15][CH:14]=1)[C:7]1[CH:12]=[CH:11][CH:10]=[CH:9][CH:8]=1.C1(P(C2C=CC=CC=2)C2C=CC=CC=2)C=CC=CC=1.[CH2:47]([O:54][C:55](=[O:68])[NH:56][CH2:57][CH2:58][CH2:59][CH2:60][C:61]1[CH:66]=[CH:65][C:64](O)=[CH:63][CH:62]=1)[C:48]1[CH:53]=[CH:52][CH:51]=[CH:50][CH:49]=1.N(C(OC(C)C)=O)=NC(OC(C)C)=O. The catalyst is C1C=CC=CC=1. The product is [CH3:1][O:2][C:3](=[O:27])[CH:4]([NH:5][C:6]([C:7]1[CH:12]=[CH:11][CH:10]=[CH:9][CH:8]=1)([C:13]1[CH:14]=[CH:15][CH:16]=[CH:17][CH:18]=1)[C:19]1[CH:24]=[CH:23][CH:22]=[CH:21][CH:20]=1)[CH2:25][O:26][C:64]1[CH:63]=[CH:62][C:61]([CH2:60][CH2:59][CH2:58][CH2:57][NH:56][C:55]([O:54][CH2:47][C:48]2[CH:53]=[CH:52][CH:51]=[CH:50][CH:49]=2)=[O:68])=[CH:66][CH:65]=1. The yield is 0.510. (3) The reactants are [CH2:1]([CH:8]1[CH2:12][CH2:11][N:10]([CH2:13][C@H:14]([OH:19])[C:15]([F:18])([F:17])[F:16])[CH2:9]1)[C:2]1[CH:7]=[CH:6][CH:5]=[CH:4][CH:3]=1.[Cl:20][C:21]1[CH:26]=[CH:25][C:24]([N:27]=[C:28]=[O:29])=[CH:23][CH:22]=1. The catalyst is C(#N)C.CS(C)=O. The product is [CH2:1]([CH:8]1[CH2:12][CH2:11][N:10]([CH2:13][C@H:14]([O:19][C:28](=[O:29])[NH:27][C:24]2[CH:25]=[CH:26][C:21]([Cl:20])=[CH:22][CH:23]=2)[C:15]([F:18])([F:16])[F:17])[CH2:9]1)[C:2]1[CH:3]=[CH:4][CH:5]=[CH:6][CH:7]=1. The yield is 0.600. (4) The reactants are [C:1]([N:8]1[CH2:13][CH2:12][NH:11][CH2:10][CH2:9]1)([O:3][C:4]([CH3:7])([CH3:6])[CH3:5])=[O:2].C([O-])([O-])=O.[Cs+].[Cs+].C1C=CC(P(C2C(C3C(P(C4C=CC=CC=4)C4C=CC=CC=4)=CC=C4C=3C=CC=C4)=C3C(C=CC=C3)=CC=2)C2C=CC=CC=2)=CC=1.I[C:67]1[CH:72]=[CH:71][C:70]([N:73]2[CH:77]=[CH:76][CH:75]=[N:74]2)=[CH:69][CH:68]=1. The catalyst is O1CCOCC1.CC([O-])=O.CC([O-])=O.[Pd+2]. The product is [N:73]1([C:70]2[CH:69]=[CH:68][C:67]([N:11]3[CH2:10][CH2:9][N:8]([C:1]([O:3][C:4]([CH3:7])([CH3:6])[CH3:5])=[O:2])[CH2:13][CH2:12]3)=[CH:72][CH:71]=2)[CH:77]=[CH:76][CH:75]=[N:74]1. The yield is 0.640.